This data is from Full USPTO retrosynthesis dataset with 1.9M reactions from patents (1976-2016). The task is: Predict the reactants needed to synthesize the given product. (1) Given the product [F:28][C:29]1[CH:34]=[C:33]([F:35])[CH:32]=[CH:31][C:30]=1[CH2:36][CH2:37][CH2:38][N:39]1[CH2:40][CH2:41][N:42]([CH2:6][CH2:7][N:8]2[C:16]3[N:15]=[C:14]([NH2:17])[N:13]4[N:18]=[C:19]([C:21]5[O:22][CH:23]=[CH:24][CH:25]=5)[N:20]=[C:12]4[C:11]=3[CH:10]=[CH:9]2)[CH2:43][CH2:44]1, predict the reactants needed to synthesize it. The reactants are: CS(O[CH2:6][CH2:7][N:8]1[C:16]2[N:15]=[C:14]([NH2:17])[N:13]3[N:18]=[C:19]([C:21]4[O:22][CH:23]=[CH:24][CH:25]=4)[N:20]=[C:12]3[C:11]=2[CH:10]=[CH:9]1)(=O)=O.Cl.Cl.[F:28][C:29]1[CH:34]=[C:33]([F:35])[CH:32]=[CH:31][C:30]=1[CH2:36][CH2:37][CH2:38][N:39]1[CH2:44][CH2:43][NH:42][CH2:41][CH2:40]1.CCN(C(C)C)C(C)C. (2) Given the product [CH2:9]([NH:16][CH2:17][CH:18]([C:23]1[CH:28]=[CH:27][C:26]([Cl:29])=[C:25]([Cl:30])[CH:24]=1)[CH:19]([OH:22])[CH2:20][O:21][Si:5]([C:1]([CH3:4])([CH3:3])[CH3:2])([CH3:8])[CH3:7])[C:10]1[CH:11]=[CH:12][CH:13]=[CH:14][CH:15]=1, predict the reactants needed to synthesize it. The reactants are: [C:1]([Si:5]([CH3:8])([CH3:7])Cl)([CH3:4])([CH3:3])[CH3:2].[CH2:9]([NH:16][CH2:17][CH:18]([C:23]1[CH:28]=[CH:27][C:26]([Cl:29])=[C:25]([Cl:30])[CH:24]=1)[CH:19]([OH:22])[CH2:20][OH:21])[C:10]1[CH:15]=[CH:14][CH:13]=[CH:12][CH:11]=1.C(N(CC)CC)C.O. (3) Given the product [F:1][C:2]1[CH:7]=[C:6]([C:8]2[CH:13]=[CH:12][CH:11]=[CH:10][N:9]=2)[CH:5]=[CH:4][C:3]=1[C:14]1[O:15][C:16]2[C:22]([C:23]([NH2:27])=[O:24])=[CH:21][CH:20]=[CH:19][C:17]=2[N:18]=1, predict the reactants needed to synthesize it. The reactants are: [F:1][C:2]1[CH:7]=[C:6]([C:8]2[CH:13]=[CH:12][CH:11]=[CH:10][N:9]=2)[CH:5]=[CH:4][C:3]=1[C:14]1[O:15][C:16]2[C:22]([C:23](OC)=[O:24])=[CH:21][CH:20]=[CH:19][C:17]=2[N:18]=1.[NH3:27]. (4) Given the product [CH3:25][O:24][C:21]1[CH:22]=[CH:23][C:18]([CH2:17][NH:16][C:14]2[O:15][C:11]([C:8]3[CH:9]=[C:10]4[C:5](=[CH:6][CH:7]=3)[N:4]([S:26]([C:29]3[CH:30]=[CH:31][C:32]([CH3:33])=[CH:34][CH:35]=3)(=[O:27])=[O:28])[CH:3]=[C:2]4[B:36]3[O:40][C:39]([CH3:42])([CH3:41])[C:38]([CH3:44])([CH3:43])[O:37]3)=[N:12][N:13]=2)=[CH:19][CH:20]=1, predict the reactants needed to synthesize it. The reactants are: I[C:2]1[C:10]2[C:5](=[CH:6][CH:7]=[C:8]([C:11]3[O:15][C:14]([NH:16][CH2:17][C:18]4[CH:23]=[CH:22][C:21]([O:24][CH3:25])=[CH:20][CH:19]=4)=[N:13][N:12]=3)[CH:9]=2)[N:4]([S:26]([C:29]2[CH:35]=[CH:34][C:32]([CH3:33])=[CH:31][CH:30]=2)(=[O:28])=[O:27])[CH:3]=1.[B:36]1([B:36]2[O:40][C:39]([CH3:42])([CH3:41])[C:38]([CH3:44])([CH3:43])[O:37]2)[O:40][C:39]([CH3:42])([CH3:41])[C:38]([CH3:44])([CH3:43])[O:37]1.C([O-])(=O)C.[K+].ClCCl. (5) Given the product [Br:1][C:2]1[N:3]2[CH:9]=[N:8][C:7]([N+:16]([O-:17])=[O:15])=[C:4]2[S:5][CH:6]=1, predict the reactants needed to synthesize it. The reactants are: [Br:1][C:2]1[N:3]2[CH:9]=[N:8][CH:7]=[C:4]2[S:5][CH:6]=1.F[B-](F)(F)F.[O:15]=[N+:16]=[O:17]. (6) Given the product [C:18]1([C:15]2[CH:14]=[CH:13][CH:12]=[CH:17][CH:16]=2)[CH:19]=[CH:20][C:21]([NH:24][C:25]([NH:1][C:2]2[CH:3]=[C:4]3[C:9](=[CH:10][CH:11]=2)[N:8]=[CH:7][CH:6]=[CH:5]3)=[O:26])=[CH:22][CH:23]=1, predict the reactants needed to synthesize it. The reactants are: [NH2:1][C:2]1[CH:3]=[C:4]2[C:9](=[CH:10][CH:11]=1)[N:8]=[CH:7][CH:6]=[CH:5]2.[CH:12]1[CH:17]=[CH:16][C:15]([C:18]2[CH:23]=[CH:22][C:21]([N:24]=[C:25]=[O:26])=[CH:20][CH:19]=2)=[CH:14][CH:13]=1.